From a dataset of Forward reaction prediction with 1.9M reactions from USPTO patents (1976-2016). Predict the product of the given reaction. (1) Given the reactants C(OC([N:8]1[C@H:12]([C:13]2[S:14][C:15]([C:18]3[CH:23]=[CH:22][CH:21]=[C:20]([Br:24])[N:19]=3)=[CH:16][N:17]=2)[CH2:11][O:10]C1(C)C)=O)(C)(C)C.C(OCC)(=O)C.[ClH:33], predict the reaction product. The product is: [ClH:33].[ClH:33].[NH2:8][C@H:12]([C:13]1[S:14][C:15]([C:18]2[CH:23]=[CH:22][CH:21]=[C:20]([Br:24])[N:19]=2)=[CH:16][N:17]=1)[CH2:11][OH:10]. (2) Given the reactants [CH3:1][S:2]([NH:5][C:6]1[CH:21]=[CH:20][C:9]2[NH:10][C:11]([CH2:16][C:17](O)=[O:18])=[N:12][S:13](=[O:15])(=[O:14])[C:8]=2[CH:7]=1)(=[O:4])=[O:3].Cl.CN(C)[CH2:25][CH2:26][CH2:27][N:28]=C=NCC.CN1[CH2:40][CH2:39][O:38]CC1.[O-][CH2:42][CH3:43].[Na+].[CH2:45](O)C, predict the reaction product. The product is: [OH:38][C:39]1[C@H:40]2[C@H:27]([C@H:26]3[CH2:25][C@@H:43]2[CH2:42][CH2:45]3)[NH:28][C:17](=[O:18])[C:16]=1[C:11]1[NH:10][C:9]2[CH:20]=[CH:21][C:6]([NH:5][S:2]([CH3:1])(=[O:4])=[O:3])=[CH:7][C:8]=2[S:13](=[O:15])(=[O:14])[N:12]=1. (3) Given the reactants [Cl:1][C:2]1[C:10]([C:11]2[C:12]([CH3:18])=[N:13][N:14]([CH3:17])[C:15]=2[CH3:16])=[C:9]2[C:5]([C:6]([CH2:20][CH2:21][CH2:22][O:23][C:24]3[CH:29]=[C:28]([CH3:30])[C:27]([Cl:31])=[C:26]([CH3:32])[CH:25]=3)=[C:7]([CH3:19])[NH:8]2)=[CH:4][CH:3]=1.C([O-])([O-])=O.[Cs+].[Cs+].I[CH2:40][C:41]([O:43][CH2:44][CH3:45])=[O:42], predict the reaction product. The product is: [Cl:1][C:2]1[C:10]([C:11]2[C:12]([CH3:18])=[N:13][N:14]([CH3:17])[C:15]=2[CH3:16])=[C:9]2[C:5]([C:6]([CH2:20][CH2:21][CH2:22][O:23][C:24]3[CH:25]=[C:26]([CH3:32])[C:27]([Cl:31])=[C:28]([CH3:30])[CH:29]=3)=[C:7]([CH3:19])[N:8]2[CH2:40][C:41]([O:43][CH2:44][CH3:45])=[O:42])=[CH:4][CH:3]=1. (4) Given the reactants Br[C:2]1[C:11]2[C:6](=[CH:7][CH:8]=[C:9]([O:12][CH3:13])[CH:10]=2)[CH:5]=[CH:4][CH:3]=1.C([Li])CCC.[CH2:19]([O:26][C:27]([N:29]1[CH2:34][CH2:33][C:32](=O)[CH2:31][CH2:30]1)=[O:28])[C:20]1[CH:25]=[CH:24][CH:23]=[CH:22][CH:21]=1.N1CCC(=O)CC1.Cl, predict the reaction product. The product is: [CH2:19]([O:26][C:27]([N:29]1[CH2:34][CH2:33][C:32]([C:2]2[C:11]3[C:6](=[CH:7][CH:8]=[C:9]([O:12][CH3:13])[CH:10]=3)[CH:5]=[CH:4][CH:3]=2)=[CH:31][CH2:30]1)=[O:28])[C:20]1[CH:21]=[CH:22][CH:23]=[CH:24][CH:25]=1. (5) Given the reactants [CH3:1][O:2][C:3]1[CH:8]=[CH:7][C:6]([OH:9])=[CH:5][CH:4]=1.[CH3:10][O:11][C:12](=[O:21])[C:13]1[CH:18]=[CH:17][C:16](Br)=[CH:15][C:14]=1[CH3:20].C(=O)([O-])[O-].[K+].[K+], predict the reaction product. The product is: [CH3:10][O:11][C:12](=[O:21])[C:13]1[CH:18]=[CH:17][C:16]([O:9][C:6]2[CH:7]=[CH:8][C:3]([O:2][CH3:1])=[CH:4][CH:5]=2)=[CH:15][C:14]=1[CH3:20]. (6) The product is: [CH3:1][N:2]1[CH2:7][CH2:6][N:5]([C:8]2[S:10][CH:12]=[C:13]([C:15]3[CH:16]=[C:17]([CH:21]=[CH:22][CH:23]=3)[C:18]([OH:20])=[O:19])[N:9]=2)[CH2:4][CH2:3]1. Given the reactants [CH3:1][N:2]1[CH2:7][CH2:6][N:5]([C:8](=[S:10])[NH2:9])[CH2:4][CH2:3]1.Br[CH2:12][C:13]([C:15]1[CH:16]=[C:17]([CH:21]=[CH:22][CH:23]=1)[C:18]([OH:20])=[O:19])=O, predict the reaction product. (7) The product is: [Cl:1][C:2]1[CH:7]=[CH:6][C:5]([CH2:8][C@@H:9]([NH:29][C:30](=[O:31])[CH2:32][CH:33]2[CH2:38][CH2:37][NH:36][CH2:35][CH2:34]2)[C:10]([N:12]2[CH2:17][CH2:16][CH:15]([C:18]3[CH:23]=[CH:22][CH:21]=[CH:20][C:19]=3[NH:24][S:25]([CH3:28])(=[O:26])=[O:27])[CH2:14][CH2:13]2)=[O:11])=[CH:4][CH:3]=1. Given the reactants [Cl:1][C:2]1[CH:7]=[CH:6][C:5]([CH2:8][C@@H:9]([NH:29][C:30]([CH2:32][CH:33]2[CH2:38][CH2:37][N:36](C(OC(C)(C)C)=O)[CH2:35][CH2:34]2)=[O:31])[C:10]([N:12]2[CH2:17][CH2:16][CH:15]([C:18]3[CH:23]=[CH:22][CH:21]=[CH:20][C:19]=3[NH:24][S:25]([CH3:28])(=[O:27])=[O:26])[CH2:14][CH2:13]2)=[O:11])=[CH:4][CH:3]=1.C(O)(C(F)(F)F)=O, predict the reaction product. (8) Given the reactants [Cl:1][C:2]1[CH:12]=[CH:11][C:10]([OH:13])=[CH:9][C:3]=1[C:4]([O:6][CH2:7][CH3:8])=[O:5].Br[CH2:15][C:16]([O:18][C:19]([CH3:22])([CH3:21])[CH3:20])=[O:17].C(=O)([O-])[O-].[K+].[K+], predict the reaction product. The product is: [C:19]([O:18][C:16](=[O:17])[CH2:15][O:13][C:10]1[CH:11]=[CH:12][C:2]([Cl:1])=[C:3]([CH:9]=1)[C:4]([O:6][CH2:7][CH3:8])=[O:5])([CH3:22])([CH3:21])[CH3:20]. (9) Given the reactants [CH3:1][O:2][C:3]1[CH:4]=[C:5]([NH:11][S:12]([C:15]2[CH:20]=[CH:19][CH:18]=[CH:17][C:16]=2[N+:21]([O-])=O)(=[O:14])=[O:13])[CH:6]=[N:7][C:8]=1[O:9][CH3:10], predict the reaction product. The product is: [NH2:21][C:16]1[CH:17]=[CH:18][CH:19]=[CH:20][C:15]=1[S:12]([NH:11][C:5]1[CH:6]=[N:7][C:8]([O:9][CH3:10])=[C:3]([O:2][CH3:1])[CH:4]=1)(=[O:14])=[O:13].